Task: Predict the reaction yield, written as a fraction of the theoretical maximum amount of product (1.0 means a 100% yield; for example, 0.34 means a 34% yield).. Dataset: Reaction yield outcomes from USPTO patents with 853,638 reactions (1) The reactants are [CH3:1][N:2]1[CH2:7][CH2:6][N:5]2[N:8]=[C:9]([NH2:11])[CH:10]=[C:4]2[CH2:3]1.Br[C:13]1[C:14](=[O:21])[N:15]([CH3:20])[CH:16]=[C:17]([Br:19])[CH:18]=1.C1(P(C2C=CC=CC=2)C2(P(C3C=CC=CC=3)C3C=CC=CC=3)CC=C3C(C=CC=C3)=C2C2C3C(=CC=CC=3)C=CC=2)C=CC=CC=1.C(=O)([O-])[O-].[Cs+].[Cs+]. The catalyst is C1C=CC(/C=C/C(/C=C/C2C=CC=CC=2)=O)=CC=1.C1C=CC(/C=C/C(/C=C/C2C=CC=CC=2)=O)=CC=1.C1C=CC(/C=C/C(/C=C/C2C=CC=CC=2)=O)=CC=1.[Pd].[Pd].O1CCOCC1. The product is [Br:19][C:17]1[CH:18]=[C:13]([NH:11][C:9]2[CH:10]=[C:4]3[CH2:3][N:2]([CH3:1])[CH2:7][CH2:6][N:5]3[N:8]=2)[C:14](=[O:21])[N:15]([CH3:20])[CH:16]=1. The yield is 0.140. (2) The reactants are [Cl:1][C:2]1[CH:16]=[N:15][C:5]2[NH:6][C:7]3[C:12]([C:4]=2[CH:3]=1)=[CH:11][CH:10]=[CH:9][C:8]=3[O:13][CH3:14].CS(O)(=O)=O.[I:22]N1C(=O)CCC1=O.S([O-])([O-])=O.[Na+].[Na+].[OH-].[Na+]. The catalyst is CO.C(#N)C. The product is [Cl:1][C:2]1[CH:16]=[N:15][C:5]2[NH:6][C:7]3[C:12]([C:4]=2[CH:3]=1)=[C:11]([I:22])[CH:10]=[CH:9][C:8]=3[O:13][CH3:14]. The yield is 0.866. (3) The reactants are C[O:2][C:3](=O)[C:4]1[CH:9]=[CH:8][C:7]([CH3:10])=[C:6]([Br:11])[CH:5]=1.O.[NH2:14][NH2:15]. The catalyst is CO. The product is [Br:11][C:6]1[CH:5]=[C:4]([CH:9]=[CH:8][C:7]=1[CH3:10])[C:3]([NH:14][NH2:15])=[O:2]. The yield is 0.500. (4) The reactants are Br[C:2]1[CH:10]=[C:9]2[C:5]([C:6]([CH3:12])=[N:7][N:8]2[CH3:11])=[CH:4][CH:3]=1.[Li]CCCC.[C:18](=[O:20])=[O:19]. The catalyst is C1COCC1. The product is [CH3:11][N:8]1[C:9]2[C:5](=[CH:4][CH:3]=[C:2]([C:18]([OH:20])=[O:19])[CH:10]=2)[C:6]([CH3:12])=[N:7]1. The yield is 0.600. (5) The reactants are [Cl:1][C:2]1[N:7]=[C:6]([NH:8][NH:9][C:10](=[O:29])[C@H:11]([CH2:23][CH:24]2[CH2:28][CH2:27][CH2:26][CH2:25]2)[CH2:12][N:13]([O:16]C2CCCCO2)[CH:14]=[O:15])[C:5]([F:30])=[C:4]([N:31]2[CH2:35][C@@H:34]([OH:36])[C:33]([CH3:38])([CH3:37])[CH2:32]2)[N:3]=1. The catalyst is CC(O)=O.O. The product is [Cl:1][C:2]1[N:7]=[C:6]([NH:8][NH:9][C:10](=[O:29])[C@H:11]([CH2:23][CH:24]2[CH2:25][CH2:26][CH2:27][CH2:28]2)[CH2:12][N:13]([OH:16])[CH:14]=[O:15])[C:5]([F:30])=[C:4]([N:31]2[CH2:35][C@@H:34]([OH:36])[C:33]([CH3:38])([CH3:37])[CH2:32]2)[N:3]=1. The yield is 0.630. (6) The reactants are [CH3:1][O:2][C:3]([C:5]1[CH:6]=[C:7]2[C:12](=[CH:13][CH:14]=1)[N+:11]([O-])=[CH:10][CH:9]=[CH:8]2)=[O:4].P(Cl)(Cl)([Cl:18])=O. No catalyst specified. The product is [Cl:18][C:8]1[C:7]2[C:12](=[CH:13][CH:14]=[C:5]([C:3]([O:2][CH3:1])=[O:4])[CH:6]=2)[N:11]=[CH:10][CH:9]=1. The yield is 0.258. (7) The reactants are [N:1]1[CH:6]=[CH:5][N:4]=[CH:3][C:2]=1[N:7]1[C:15]2[CH:14]=[CH:13][N:12]=[CH:11][C:10]=2[N:9]=[N:8]1.[Cl:16][C:17]1[C:25]([C:26]([F:29])([F:28])[F:27])=[CH:24][CH:23]=[CH:22][C:18]=1[C:19](Cl)=[O:20].CCOC(C1CC(C(OCC)=O)=C(C)NC=1C)=O. The catalyst is C1COCC1. The product is [Cl:16][C:17]1[C:25]([C:26]([F:28])([F:29])[F:27])=[CH:24][CH:23]=[CH:22][C:18]=1[C:19]([N:12]1[CH:13]=[CH:14][C:15]2[N:7]([C:2]3[CH:3]=[N:4][CH:5]=[CH:6][N:1]=3)[N:8]=[N:9][C:10]=2[CH2:11]1)=[O:20]. The yield is 0.850. (8) The reactants are [F:1][C:2]([F:17])([F:16])[S:3]([NH:6][CH2:7][CH2:8][C:9]1[CH:15]=[CH:14][C:12]([NH2:13])=[CH:11][CH:10]=1)(=[O:5])=[O:4].C(N(CC)C(C)C)(C)C.C([O:29][C:30]([C:32]1[N:37]2[C:38]([C:41](=[O:46])C(Cl)(Cl)Cl)=[CH:39][N:40]=[C:36]2[CH:35]=[CH:34][CH:33]=1)=O)C. The catalyst is C(#N)C. The product is [F:17][C:2]([F:16])([F:1])[S:3]([NH:6][CH2:7][CH2:8][C:9]1[CH:15]=[CH:14][C:12]([N:13]2[C:30](=[O:29])[C:32]3[N:37]4[C:38](=[CH:39][N:40]=[C:36]4[CH:35]=[CH:34][CH:33]=3)[C:41]2=[O:46])=[CH:11][CH:10]=1)(=[O:4])=[O:5]. The yield is 0.0680. (9) The yield is 0.980. The reactants are [F:1][C:2]1[CH:3]=[C:4]([N+:17]([O-])=O)[CH:5]=[CH:6][C:7]=1[O:8][CH2:9][C:10]1[CH:15]=[CH:14][CH:13]=[C:12]([F:16])[CH:11]=1. The product is [F:1][C:2]1[CH:3]=[C:4]([NH2:17])[CH:5]=[CH:6][C:7]=1[O:8][CH2:9][C:10]1[CH:15]=[CH:14][CH:13]=[C:12]([F:16])[CH:11]=1. The catalyst is C(OCC)(=O)C.[Pt]. (10) The product is [CH3:21][O:20][C:17]1[CH:18]=[CH:19][C:14]([N:9]2[CH:10]=[CH:11][C:12](=[O:13])[C:7]([C:5]3[N:29]([C:23]4[CH:28]=[CH:27][CH:26]=[CH:25][CH:24]=4)[N:2]=[CH:3][CH:4]=3)=[N:8]2)=[CH:15][CH:16]=1. The yield is 0.810. No catalyst specified. The reactants are C[N:2](C)/[CH:3]=[CH:4]/[C:5]([C:7]1[C:12](=[O:13])[CH:11]=[CH:10][N:9]([C:14]2[CH:19]=[CH:18][C:17]([O:20][CH3:21])=[CH:16][CH:15]=2)[N:8]=1)=O.[C:23]1([NH:29]N)[CH:28]=[CH:27][CH:26]=[CH:25][CH:24]=1.